This data is from Catalyst prediction with 721,799 reactions and 888 catalyst types from USPTO. The task is: Predict which catalyst facilitates the given reaction. (1) Reactant: [CH3:1][O:2][C:3]1[CH:8]=[CH:7][C:6]([N:9]2[C:13]([C:14]3[CH:19]=[CH:18][C:17]([O:20][CH3:21])=[CH:16][CH:15]=3)=[N:12][C:11]([S:22]([CH3:24])=[O:23])=[N:10]2)=[CH:5][CH:4]=1.ClC1C=CC=C(C(OO)=[O:33])C=1.C(=O)(O)[O-].[Na+]. Product: [CH3:1][O:2][C:3]1[CH:4]=[CH:5][C:6]([N:9]2[C:13]([C:14]3[CH:19]=[CH:18][C:17]([O:20][CH3:21])=[CH:16][CH:15]=3)=[N:12][C:11]([S:22]([CH3:24])(=[O:33])=[O:23])=[N:10]2)=[CH:7][CH:8]=1. The catalyst class is: 4. (2) Reactant: Cl[CH2:2][C:3]1[S:7][C:6]([C:8]2[NH:9][C:10]3[C:15]([CH:16]=2)=[CH:14][CH:13]=[CH:12][C:11]=3[N:17]([CH3:26])[S:18]([C:21]2[S:22][CH:23]=[CH:24][CH:25]=2)(=[O:20])=[O:19])=[N:5][CH:4]=1.C(N(CC)CC)C.Cl.[CH2:35]1[CH:39]2[CH2:40][NH:41][CH2:42][CH2:43][N:38]2[C:37](=[O:44])[O:36]1.CN(C)C=O. Product: [CH3:26][N:17]([C:11]1[CH:12]=[CH:13][CH:14]=[C:15]2[C:10]=1[NH:9][C:8]([C:6]1[S:7][C:3]([CH2:2][N:41]3[CH2:42][CH2:43][N:38]4[C:37](=[O:44])[O:36][CH2:35][CH:39]4[CH2:40]3)=[CH:4][N:5]=1)=[CH:16]2)[S:18]([C:21]1[S:22][CH:23]=[CH:24][CH:25]=1)(=[O:19])=[O:20]. The catalyst class is: 6. (3) Reactant: [CH3:1][O:2][C:3](=[O:22])[C@@H:4]([NH:14][C:15]([O:17]C(C)(C)C)=O)[CH2:5][C:6]1[CH:11]=[CH:10][C:9]([O:12][CH3:13])=[CH:8][CH:7]=1.C(O)(C(F)(F)F)=O.[CH2:30]([O:37][C:38]([NH:40][C@@H:41](C)[C:42](O)=O)=[O:39])[C:31]1[CH:36]=[CH:35][CH:34]=[CH:33][CH:32]=1.CN(C(ON1N=NC2C=CC=NC1=2)=[N+](C)C)C.F[P-](F)(F)(F)(F)F.C(N(CC)C(C)C)(C)C. Product: [CH3:1][O:2][C:3](=[O:22])[C@@H:4]([NH:14][C:15](=[O:17])[C@@H:41]([NH:40][C:38]([O:37][CH2:30][C:31]1[CH:36]=[CH:35][CH:34]=[CH:33][CH:32]=1)=[O:39])[CH3:42])[CH2:5][C:6]1[CH:7]=[CH:8][C:9]([O:12][CH3:13])=[CH:10][CH:11]=1. The catalyst class is: 2. (4) Reactant: [OH:1][CH:2]1[CH2:7][CH2:6][CH2:5][NH:4][CH2:3]1.CCN(CC)CC.[CH3:15][C:16]([O:19][C:20](O[C:20]([O:19][C:16]([CH3:18])([CH3:17])[CH3:15])=[O:21])=[O:21])([CH3:18])[CH3:17]. Product: [OH:1][CH:2]1[CH2:7][CH2:6][CH2:5][N:4]([C:20]([O:19][C:16]([CH3:18])([CH3:17])[CH3:15])=[O:21])[CH2:3]1. The catalyst class is: 14. (5) Reactant: [OH-].[K+].O.FC(F)(F)C(O)=O.FC(F)(F)C(O)=O.[Cl:18][C:19]1[C:20]([O:35][C:36]2[CH:41]=[C:40]([C:42]([F:45])([F:44])[F:43])[C:39]([F:46])=[CH:38][C:37]=2[C:47]2[CH:52]=[CH:51][N:50]=[N:49][CH:48]=2)=[CH:21][C:22]([F:34])=[C:23]([S:25]([NH:28][C:29]2[N:30]=[CH:31][S:32][CH:33]=2)(=[O:27])=[O:26])[CH:24]=1. Product: [Cl:18][C:19]1[C:20]([O:35][C:36]2[CH:41]=[C:40]([C:42]([F:43])([F:45])[F:44])[C:39]([F:46])=[CH:38][C:37]=2[C:47]2[CH:52]=[CH:51][N:50]=[N:49][CH:48]=2)=[CH:21][C:22]([F:34])=[C:23]([S:25]([NH:28][C:29]2[N:30]=[CH:31][S:32][CH:33]=2)(=[O:27])=[O:26])[CH:24]=1. The catalyst class is: 27. (6) Reactant: [OH:1][C:2]1[C:7]([C:8]([OH:10])=[O:9])=[CH:6][N:5]=[C:4]([CH3:11])[CH:3]=1.[Cl:12]N1C(=O)CCC1=O. Product: [Cl:12][C:3]1[C:4]([CH3:11])=[N:5][CH:6]=[C:7]([C:2]=1[OH:1])[C:8]([OH:10])=[O:9]. The catalyst class is: 10. (7) Reactant: [Cl:1][C:2]1[CH:3]=[C:4]2[C:8](=[CH:9][CH:10]=1)[NH:7][C:6]([C:11]([N:13]1[CH2:18][CH2:17][N:16]([CH3:19])[CH2:15][CH2:14]1)=[O:12])=[CH:5]2.[Cl:20]N1C(=O)CCC1=O. Product: [Cl:20][C:5]1[C:4]2[C:8](=[CH:9][CH:10]=[C:2]([Cl:1])[CH:3]=2)[NH:7][C:6]=1[C:11]([N:13]1[CH2:18][CH2:17][N:16]([CH3:19])[CH2:15][CH2:14]1)=[O:12]. The catalyst class is: 363. (8) Reactant: [NH2:1][CH2:2][C@@H:3]([OH:5])[CH3:4].[N:6]([C@@H:9]([C@@H:35]([C:42]1[CH:47]=[CH:46][C:45]([Cl:48])=[CH:44][CH:43]=1)[CH:36]1[CH2:41][CH2:40][O:39][CH2:38][CH2:37]1)[C:10]([NH:12][C:13]1[CH:18]=[CH:17][CH:16]=[C:15]([F:19])[C:14]=1[CH2:20][CH2:21][CH:22]1[CH2:24][N@@:23]1[S:25]([C:28]1[CH:33]=[CH:32][C:31]([F:34])=[CH:30][CH:29]=1)(=[O:27])=[O:26])=[O:11])=[N+:7]=[N-:8]. Product: [N:6]([C@@H:9]([C@@H:35]([C:42]1[CH:43]=[CH:44][C:45]([Cl:48])=[CH:46][CH:47]=1)[CH:36]1[CH2:37][CH2:38][O:39][CH2:40][CH2:41]1)[C:10]([NH:12][C:13]1[CH:18]=[CH:17][CH:16]=[C:15]([F:19])[C:14]=1[CH2:20][CH2:21][C@H:22]([NH:23][S:25]([C:28]1[CH:33]=[CH:32][C:31]([F:34])=[CH:30][CH:29]=1)(=[O:27])=[O:26])[CH2:24][NH:1][CH2:2][C@@H:3]([OH:5])[CH3:4])=[O:11])=[N+:7]=[N-:8]. The catalyst class is: 1. (9) Reactant: [F:1][C:2]1[CH:7]=[CH:6][C:5]([OH:8])=[CH:4][C:3]=1[CH3:9].[Cl:10][C:11](Cl)([O:13]C(=O)OC(Cl)(Cl)Cl)Cl.N1C=CC=CC=1. Product: [Cl:10][C:11]([O:8][C:5]1[CH:6]=[CH:7][C:2]([F:1])=[C:3]([CH3:9])[CH:4]=1)=[O:13]. The catalyst class is: 2. (10) Reactant: O[Li].O.[CH3:4][C:5]1[N:10]=[CH:9][C:8]([C:11]2[S:15][C:14]([C:16]([O:18]CC)=[O:17])=[CH:13][CH:12]=2)=[CH:7][N:6]=1.Cl. Product: [CH3:4][C:5]1[N:10]=[CH:9][C:8]([C:11]2[S:15][C:14]([C:16]([OH:18])=[O:17])=[CH:13][CH:12]=2)=[CH:7][N:6]=1. The catalyst class is: 20.